Dataset: Peptide-MHC class I binding affinity with 185,985 pairs from IEDB/IMGT. Task: Regression. Given a peptide amino acid sequence and an MHC pseudo amino acid sequence, predict their binding affinity value. This is MHC class I binding data. The peptide sequence is AMSFDGFIR. The MHC is HLA-A11:01 with pseudo-sequence HLA-A11:01. The binding affinity (normalized) is 0.465.